From a dataset of Peptide-MHC class I binding affinity with 185,985 pairs from IEDB/IMGT. Regression. Given a peptide amino acid sequence and an MHC pseudo amino acid sequence, predict their binding affinity value. This is MHC class I binding data. (1) The peptide sequence is ATNDGLIKK. The MHC is HLA-A02:03 with pseudo-sequence HLA-A02:03. The binding affinity (normalized) is 0.0847. (2) The peptide sequence is NTIDKSSPL. The MHC is HLA-A68:02 with pseudo-sequence HLA-A68:02. The binding affinity (normalized) is 0.839. (3) The peptide sequence is LLKHRFEII. The MHC is BoLA-HD6 with pseudo-sequence BoLA-HD6. The binding affinity (normalized) is 0.649. (4) The peptide sequence is YYWPRPRRY. The MHC is HLA-C07:01 with pseudo-sequence HLA-C07:01. The binding affinity (normalized) is 0.756. (5) The peptide sequence is FVNFVKDMI. The MHC is HLA-A33:01 with pseudo-sequence HLA-A33:01. The binding affinity (normalized) is 0.0574.